This data is from Peptide-MHC class II binding affinity with 134,281 pairs from IEDB. The task is: Regression. Given a peptide amino acid sequence and an MHC pseudo amino acid sequence, predict their binding affinity value. This is MHC class II binding data. (1) The peptide sequence is PQLPQFLQPQ. The MHC is DRB4_0101 with pseudo-sequence DRB4_0103. The binding affinity (normalized) is 0.292. (2) The peptide sequence is EEQEQWKTANEAVQD. The MHC is DRB1_0404 with pseudo-sequence DRB1_0404. The binding affinity (normalized) is 0. (3) The peptide sequence is AFKCAATAANAAPAN. The MHC is HLA-DPA10103-DPB10301 with pseudo-sequence HLA-DPA10103-DPB10301. The binding affinity (normalized) is 0.475.